Predict the reactants needed to synthesize the given product. From a dataset of Full USPTO retrosynthesis dataset with 1.9M reactions from patents (1976-2016). (1) Given the product [CH3:27][NH:28][C:22](=[O:24])[CH2:21][CH2:20][CH2:19][CH2:18][CH2:17][N:5]1[C:6]2[C:15]3[CH:14]=[CH:13][CH:12]=[CH:11][C:10]=3[N:9]=[CH:8][C:7]=2[N:16]=[C:4]1[CH2:1][CH2:2][CH3:3], predict the reactants needed to synthesize it. The reactants are: [CH2:1]([C:4]1[N:5]([CH2:17][CH2:18][CH2:19][CH2:20][CH2:21][C:22]([O:24]CC)=O)[C:6]2[C:15]3[CH:14]=[CH:13][CH:12]=[CH:11][C:10]=3[N:9]=[CH:8][C:7]=2[N:16]=1)[CH2:2][CH3:3].[CH3:27][NH2:28]. (2) Given the product [Br:1][C:2]1[N:11]=[C:10]2[C:5]([C:6](=[CH:13][I:14])[CH2:7][CH2:8][NH:9]2)=[CH:4][CH:3]=1, predict the reactants needed to synthesize it. The reactants are: [Br:1][C:2]1[N:11]=[C:10]2[C:5]([C:6](=O)[CH2:7][CH2:8][NH:9]2)=[CH:4][CH:3]=1.[CH:13](I)(I)[I:14]. (3) Given the product [CH3:1][O:2][C:3]([C:5]1[CH:14]=[C:13]2[C:8]([CH:9]([NH:15][C:28]([O:27][C:23]([CH3:26])([CH3:25])[CH3:24])=[O:29])[CH2:10][CH2:11][S:12]2)=[CH:7][C:6]=1[Cl:16])=[O:4], predict the reactants needed to synthesize it. The reactants are: [CH3:1][O:2][C:3]([C:5]1[CH:14]=[C:13]2[C:8]([CH:9]([NH2:15])[CH2:10][CH2:11][S:12]2)=[CH:7][C:6]=1[Cl:16])=[O:4].C(=O)([O-])[O-].[K+].[K+].[C:23]([O:27][C:28](O[C:28]([O:27][C:23]([CH3:26])([CH3:25])[CH3:24])=[O:29])=[O:29])([CH3:26])([CH3:25])[CH3:24]. (4) Given the product [N+:1]([C:4]1[CH:5]=[CH:6][C:7]([N:10]2[CH2:15][CH2:14][N:13]([S:25]([CH2:23][CH3:24])(=[O:27])=[O:26])[CH2:12][CH2:11]2)=[CH:8][CH:9]=1)([O-:3])=[O:2], predict the reactants needed to synthesize it. The reactants are: [N+:1]([C:4]1[CH:9]=[CH:8][C:7]([N:10]2[CH2:15][CH2:14][NH:13][CH2:12][CH2:11]2)=[CH:6][CH:5]=1)([O-:3])=[O:2].C(N(CC)CC)C.[CH2:23]([S:25](Cl)(=[O:27])=[O:26])[CH3:24].C(=O)(O)[O-].[Na+].